This data is from Full USPTO retrosynthesis dataset with 1.9M reactions from patents (1976-2016). The task is: Predict the reactants needed to synthesize the given product. (1) Given the product [Cl:19][C:20]1[CH:36]=[CH:35][C:23]([CH2:24][NH:25][C:26]([C:28]2([C:31]([F:34])([F:33])[F:32])[CH2:29][CH2:30]2)=[O:27])=[CH:22][C:21]=1[NH:37][C:38]1[NH:1][C:2]2[CH:3]=[C:4]([O:14][CH2:15][CH:16]([F:17])[F:18])[C:5]([C:6]([O:8][CH2:9][CH3:10])=[O:7])=[CH:11][C:12]=2[N:13]=1, predict the reactants needed to synthesize it. The reactants are: [NH2:1][C:2]1[C:12]([NH2:13])=[CH:11][C:5]([C:6]([O:8][CH2:9][CH3:10])=[O:7])=[C:4]([O:14][CH2:15][CH:16]([F:18])[F:17])[CH:3]=1.[Cl:19][C:20]1[CH:36]=[CH:35][C:23]([CH2:24][NH:25][C:26]([C:28]2([C:31]([F:34])([F:33])[F:32])[CH2:30][CH2:29]2)=[O:27])=[CH:22][C:21]=1[N:37]=[C:38]=S.CC(C)N=C=NC(C)C. (2) Given the product [Cl:16][C:17]1[C:22]([Cl:23])=[CH:21][CH:20]=[CH:19][C:18]=1[N:24]1[CH2:29][CH2:28][N:27]([CH2:2][CH2:3][CH2:4][CH2:5][O:6][C:7]2[CH:8]=[CH:9][C:10]3[N:11]([CH:13]=[CH:14][N:15]=3)[CH:12]=2)[CH2:26][CH2:25]1, predict the reactants needed to synthesize it. The reactants are: Br[CH2:2][CH2:3][CH2:4][CH2:5][O:6][C:7]1[CH:8]=[CH:9][C:10]2[N:11]([CH:13]=[CH:14][N:15]=2)[CH:12]=1.[Cl:16][C:17]1[C:22]([Cl:23])=[CH:21][CH:20]=[CH:19][C:18]=1[N:24]1[CH2:29][CH2:28][NH:27][CH2:26][CH2:25]1. (3) Given the product [ClH:1].[Cl:1][C:2]1[CH:14]=[C:13]([CH:12]=[CH:11][C:3]=1[O:4][CH2:5][CH2:6][CH2:7][CH2:8][C:9]#[N:10])[CH:15]=[N:21][NH:20][C:17]([NH2:19])=[NH:18], predict the reactants needed to synthesize it. The reactants are: [Cl:1][C:2]1[CH:14]=[C:13]([CH:15]=O)[CH:12]=[CH:11][C:3]=1[O:4][CH2:5][CH2:6][CH2:7][CH2:8][C:9]#[N:10].[C:17]([NH:20][NH2:21])([NH2:19])=[NH:18].Cl. (4) Given the product [N:1]1([C:47]2[CH:48]=[C:49]3[C:58](=[C:59]4[C:64]=2[CH:63]=[CH:62][CH:61]=[N:60]4)[NH:57][S:56](=[O:66])(=[O:65])[C:55]2[C:50]3=[CH:51][CH:52]=[CH:53][CH:54]=2)[CH2:5][CH2:4][CH2:3][CH2:2]1, predict the reactants needed to synthesize it. The reactants are: [NH:1]1[CH2:5][CH2:4][CH2:3][CH2:2]1.CC(C1C=C(C(C)C)C(C2C=CC=CC=2P(C2CCCCC2)C2CCCCC2)=C(C(C)C)C=1)C.CC([O-])(C)C.[Na+].Br[C:47]1[CH:48]=[C:49]2[C:58](=[C:59]3[C:64]=1[CH:63]=[CH:62][CH:61]=[N:60]3)[NH:57][S:56](=[O:66])(=[O:65])[C:55]1[C:50]2=[CH:51][CH:52]=[CH:53][CH:54]=1. (5) The reactants are: [NH2:1][C:2]1[N:7]=[CH:6][N:5]=[C:4]2[N:8]([CH:12]([C:14]3[CH:21]=[C:20]([Cl:22])[C:17]([C:18]#[N:19])=[C:16]([CH:23]4[CH2:26][NH:25][CH2:24]4)[C:15]=3[O:27][CH3:28])[CH3:13])[N:9]=[C:10]([CH3:11])[C:3]=12.C([BH3-])#N.[Na+].[CH3:33][C:34]([CH2:36][OH:37])=O.C(O)(=O)C. Given the product [NH2:1][C:2]1[N:7]=[CH:6][N:5]=[C:4]2[N:8]([CH:12]([C:14]3[CH:21]=[C:20]([Cl:22])[C:17]([C:18]#[N:19])=[C:16]([CH:23]4[CH2:24][N:25]([CH:34]([CH3:33])[CH2:36][OH:37])[CH2:26]4)[C:15]=3[O:27][CH3:28])[CH3:13])[N:9]=[C:10]([CH3:11])[C:3]=12, predict the reactants needed to synthesize it. (6) Given the product [C:1]([CH:5]1[CH2:14][CH2:13][C:12]2[N:11]=[C:10]3[S:15][C:16]([C:18]4[O:19][C:20]([CH2:23][NH2:25])=[CH:21][N:22]=4)=[CH:17][C:9]3=[CH:8][C:7]=2[CH2:6]1)([CH3:4])([CH3:3])[CH3:2], predict the reactants needed to synthesize it. The reactants are: [C:1]([CH:5]1[CH2:14][CH2:13][C:12]2[N:11]=[C:10]3[S:15][C:16]([C:18]4[O:19][C:20]([CH2:23]Cl)=[CH:21][N:22]=4)=[CH:17][C:9]3=[CH:8][C:7]=2[CH2:6]1)([CH3:4])([CH3:3])[CH3:2].[N-:25]=[N+]=[N-].[Na+].C1(P(C2C=CC=CC=2)C2C=CC=CC=2)C=CC=CC=1.C(N(CC)CC)C.